Dataset: Catalyst prediction with 721,799 reactions and 888 catalyst types from USPTO. Task: Predict which catalyst facilitates the given reaction. (1) Reactant: Cl.C([O:4][C:5]([C:7]1[S:8][C:9]2[CH2:10][NH:11][CH2:12][CH2:13][C:14]=2[N:15]=1)=[O:6])C.CCN(CC)CC.[C:23](=[O:26])([O-])[NH2:24].[CH:27]1[C:36]2[C:31](=[CH:32][CH:33]=[CH:34][CH:35]=2)[CH:30]=[CH:29][N:28]=1.C([O-])([O-])=O.[K+].[K+]. Product: [N:28]1[C:27]2[C:36](=[C:35]([NH:24][C:23]([N:11]3[CH2:12][CH2:13][C:14]4[N:15]=[C:7]([C:5]([OH:4])=[O:6])[S:8][C:9]=4[CH2:10]3)=[O:26])[CH:34]=[CH:33][CH:32]=2)[CH:31]=[CH:30][CH:29]=1. The catalyst class is: 656. (2) Reactant: [Br:1][C:2]1[C:3]([O:21][C:22]2[C:27]([F:28])=[CH:26][CH:25]=[CH:24][C:23]=2[F:29])=[C:4]([Cl:20])[C:5]([NH:8][C:9]([NH:11]C(=O)C2C=CC=CC=2)=[S:10])=[N:6][CH:7]=1.[OH-].[Na+]. Product: [Br:1][C:2]1[C:3]([O:21][C:22]2[C:27]([F:28])=[CH:26][CH:25]=[CH:24][C:23]=2[F:29])=[C:4]([Cl:20])[C:5]([NH:8][C:9]([NH2:11])=[S:10])=[N:6][CH:7]=1. The catalyst class is: 8. (3) Reactant: [NH2:1][CH2:2][C:3]([NH:5][CH2:6][CH:7]1[CH2:10][N:9]([CH2:11][C:12]2[CH:17]=[CH:16][C:15]([Cl:18])=[C:14]([Cl:19])[CH:13]=2)[CH2:8]1)=[O:4].C(N([CH2:25][CH3:26])CC)C.[S:27](Cl)(Cl)(=[O:29])=[O:28].CN(C)[CH:34]=[O:35]. Product: [Cl:19][C:14]1[CH:13]=[C:12]([CH:17]=[CH:16][C:15]=1[Cl:18])[CH2:11][N:9]1[CH2:10][CH:7]([CH2:6][NH:5][C:3](=[O:4])[CH2:2][NH:1][S:27]([C:26]2[CH:25]=[CH:14][C:13]([O:35][CH3:34])=[CH:12][CH:11]=2)(=[O:29])=[O:28])[CH2:8]1. The catalyst class is: 147.